Task: Predict the product of the given reaction.. Dataset: Forward reaction prediction with 1.9M reactions from USPTO patents (1976-2016) (1) Given the reactants [Br:1][C:2]1[CH:3]=[C:4]2[C:9](=[CH:10][C:11]=1[CH3:12])[N:8]=[CH:7][NH:6][C:5]2=[O:13].OS(O)(=O)=O.[N+:19]([O-])([OH:21])=[O:20], predict the reaction product. The product is: [Br:1][C:2]1[CH:3]=[C:4]2[C:9](=[C:10]([N+:19]([O-:21])=[O:20])[C:11]=1[CH3:12])[N:8]=[CH:7][NH:6][C:5]2=[O:13]. (2) Given the reactants Cl.[CH:2]1([C:6]2[C:15]([C:16]3[NH:25][C:19]4[CH2:20][CH2:21][NH:22][CH2:23][CH2:24][C:18]=4[N:17]=3)=[CH:14][C:9]([C:10]([O:12][CH3:13])=[O:11])=[C:8]([CH3:26])[CH:7]=2)[CH2:5][CH2:4][CH2:3]1.[BH-](OC(C)=O)(OC(C)=O)O[C:29](C)=O.[Na+].C=O.C(=O)(O)[O-].[Na+], predict the reaction product. The product is: [CH:2]1([C:6]2[C:15]([C:16]3[NH:17][C:18]4[CH2:24][CH2:23][N:22]([CH3:29])[CH2:21][CH2:20][C:19]=4[N:25]=3)=[CH:14][C:9]([C:10]([O:12][CH3:13])=[O:11])=[C:8]([CH3:26])[CH:7]=2)[CH2:3][CH2:4][CH2:5]1.